From a dataset of Serine/threonine kinase 33 screen with 319,792 compounds. Binary Classification. Given a drug SMILES string, predict its activity (active/inactive) in a high-throughput screening assay against a specified biological target. (1) The molecule is Fc1c(N2CCN(CC2)CC(O)COCc2ccccc2)cccc1. The result is 0 (inactive). (2) The drug is S(=O)(=O)(N1CCCC1)c1cc(C(=O)NC2CCCCC2)ccc1C. The result is 0 (inactive). (3) The drug is O=C(N1CCc2c1cccc2)C(n1ccnc1)CC(=O)N1CCc2c(C1)cccc2. The result is 0 (inactive). (4) The molecule is S(Cc1ccc(cc1)C(=O)Nc1sccn1)c1n(nnn1)c1ccccc1. The result is 0 (inactive). (5) The molecule is S(c1ccc(cc1)C)c1nc(nc(c1)C(F)(F)F)NC. The result is 0 (inactive). (6) The result is 0 (inactive). The drug is O=c1n2c(nc(N3CCN(CC3)C)c1/C=C(\C(=O)NCC)C#N)c(ccc2)C.